From a dataset of Full USPTO retrosynthesis dataset with 1.9M reactions from patents (1976-2016). Predict the reactants needed to synthesize the given product. (1) Given the product [NH:1]1[CH:5]=[CH:4][N:3]=[C:2]1[C:6]([CH3:12])([CH3:11])[CH2:7][OH:8], predict the reactants needed to synthesize it. The reactants are: [NH:1]1[CH:5]=[CH:4][N:3]=[C:2]1[C:6]([CH3:12])([CH3:11])[C:7](OC)=[O:8].[BH4-].[Na+]. (2) Given the product [C:37]([O:41][C:42]([N:17]1[CH2:16][CH2:15][CH:14]([NH:13][C:11]2[O:12][C:8]3[CH:7]=[CH:6][C:5]([CH2:4][C:3]([O:2][CH3:1])=[O:21])=[CH:20][C:9]=3[N:10]=2)[CH2:19][CH2:18]1)=[O:43])([CH3:40])([CH3:39])[CH3:38], predict the reactants needed to synthesize it. The reactants are: [CH3:1][O:2][C:3](=[O:21])[CH2:4][C:5]1[CH:6]=[CH:7][C:8]2[O:12][C:11]([NH:13][CH:14]3[CH2:19][CH2:18][NH:17][CH2:16][CH2:15]3)=[N:10][C:9]=2[CH:20]=1.COC(=O)CC1C=CC2OC(Cl)=NC=2C=1.[C:37]([O:41][C:42](N1CCC(N)CC1)=[O:43])([CH3:40])([CH3:39])[CH3:38]. (3) Given the product [F:18][C:14]1[CH:13]=[C:12]([C:9]2[C:8]([CH2:19][NH2:20])=[CH:7][C:2]3[C:11](=[C:6]([N:77]4[CH2:82][CH2:81][O:80][CH2:79][CH2:78]4)[CH:5]=[CH:4][CH:3]=3)[N:10]=2)[CH:17]=[CH:16][CH:15]=1, predict the reactants needed to synthesize it. The reactants are: Br[C:2]1[CH:3]=[CH:4][CH:5]=[C:6]2[C:11]=1[N:10]=[C:9]([C:12]1[CH:17]=[CH:16][CH:15]=[C:14]([F:18])[CH:13]=1)[C:8]([CH2:19][N:20]1C(=O)C3C(=CC=CC=3)C1=O)=[CH:7]2.C1C=CC(P(C2C(C3C(P(C4C=CC=CC=4)C4C=CC=CC=4)=CC=C4C=3C=CC=C4)=C3C(C=CC=C3)=CC=2)C2C=CC=CC=2)=CC=1.[NH:77]1[CH2:82][CH2:81][O:80][CH2:79][CH2:78]1.NN. (4) Given the product [F:14][C:8]1([C:7]2[C:2]([O:31][C:28]3[CH:27]=[CH:26][C:25]([NH:24][C:16]4[S:15][C:19]5[CH:20]=[CH:21][CH:22]=[CH:23][C:18]=5[N:17]=4)=[CH:30][CH:29]=3)=[N:3][CH:4]=[CH:5][N:6]=2)[CH2:13][CH2:12][O:11][CH2:10][CH2:9]1, predict the reactants needed to synthesize it. The reactants are: F[C:2]1[C:7]([C:8]2([F:14])[CH2:13][CH2:12][O:11][CH2:10][CH2:9]2)=[N:6][CH:5]=[CH:4][N:3]=1.[S:15]1[C:19]2[CH:20]=[CH:21][CH:22]=[CH:23][C:18]=2[N:17]=[C:16]1[NH:24][C:25]1[CH:30]=[CH:29][C:28]([OH:31])=[CH:27][CH:26]=1.C(=O)([O-])[O-].[Cs+].[Cs+]. (5) Given the product [C:29]([N:6]([CH2:7][C@@H:8]1[O:12][C:11](=[O:13])[N:10]([C:14]2[CH:19]=[CH:18][C:17]([CH:20]3[CH2:25][CH2:24][S:23](=[O:27])(=[O:26])[CH2:22][CH2:21]3)=[C:16]([F:28])[CH:15]=2)[CH2:9]1)[C:5]([O:4][CH:2]([O:41][C:33](=[O:40])[C:34]1[CH:39]=[CH:38][N:37]=[CH:36][CH:35]=1)[CH3:3])=[O:32])(=[O:31])[CH3:30], predict the reactants needed to synthesize it. The reactants are: Cl[CH:2]([O:4][C:5](=[O:32])[N:6]([C:29](=[O:31])[CH3:30])[CH2:7][C@@H:8]1[O:12][C:11](=[O:13])[N:10]([C:14]2[CH:19]=[CH:18][C:17]([CH:20]3[CH2:25][CH2:24][S:23](=[O:27])(=[O:26])[CH2:22][CH2:21]3)=[C:16]([F:28])[CH:15]=2)[CH2:9]1)[CH3:3].[C:33]([O-:41])(=[O:40])[C:34]1[CH:39]=[CH:38][N:37]=[CH:36][CH:35]=1.[Cs+].O. (6) Given the product [CH2:2]([O:4][C:5]1[CH:6]=[C:7]([NH:18][CH:29]=[C:30]([C:31]([O:33][CH2:34][CH3:35])=[O:32])[C:36]([O:38][CH2:39][CH3:40])=[O:37])[CH:8]=[CH:9][C:10]=1[CH:11]1[CH2:16][CH2:15][N:14]([CH3:17])[CH2:13][CH2:12]1)[CH3:3], predict the reactants needed to synthesize it. The reactants are: I.[CH2:2]([O:4][C:5]1[CH:6]=[C:7]([NH2:18])[CH:8]=[CH:9][C:10]=1[CH:11]1[CH2:16][CH2:15][N:14]([CH3:17])[CH2:13][CH2:12]1)[CH3:3].C(N(CC)CC)C.C(O[CH:29]=[C:30]([C:36]([O:38][CH2:39][CH3:40])=[O:37])[C:31]([O:33][CH2:34][CH3:35])=[O:32])C.C(=O)(O)[O-].[Na+]. (7) Given the product [Cl:13][C:14]1[C:22]([Cl:23])=[C:21]2[C:17]([CH2:18][C:19]([CH:26]3[CH2:30][CH2:29][CH2:28][CH2:27]3)([CH3:25])[C:20]2=[O:24])=[CH:16][C:15]=1[O:31][CH2:5][C:4]1[CH:3]=[C:2]([C:2]2[CH:11]=[C:10]([F:12])[CH:9]=[C:4]([C:5]([OH:7])=[O:6])[CH:3]=2)[CH:11]=[CH:10][CH:9]=1, predict the reactants needed to synthesize it. The reactants are: Br[C:2]1[CH:3]=[C:4]([CH:9]=[C:10]([F:12])[CH:11]=1)[C:5]([O:7]C)=[O:6].[Cl:13][C:14]1[C:22]([Cl:23])=[C:21]2[C:17]([CH2:18][C:19]([CH:26]3[CH2:30][CH2:29][CH2:28][CH2:27]3)([CH3:25])[C:20]2=[O:24])=[CH:16][C:15]=1[OH:31].